This data is from Forward reaction prediction with 1.9M reactions from USPTO patents (1976-2016). The task is: Predict the product of the given reaction. The product is: [Cl:21][C:15]1[CH:16]=[C:17]([Cl:20])[CH:18]=[CH:19][C:14]=1[CH:5]1[N:6]=[C:7]([C:9]2[S:10][CH:11]=[CH:12][N:13]=2)[NH:8][C:3]([CH2:2][N:28]2[CH2:33][CH2:32][O:31][CH:30]([CH2:34][C:35]([OH:37])=[O:36])[CH2:29]2)=[C:4]1[C:22]([O:24][CH2:25][CH3:26])=[O:23]. Given the reactants Br[CH2:2][C:3]1[NH:8][C:7]([C:9]2[S:10][CH:11]=[CH:12][N:13]=2)=[N:6][CH:5]([C:14]2[CH:19]=[CH:18][C:17]([Cl:20])=[CH:16][C:15]=2[Cl:21])[C:4]=1[C:22]([O:24][CH2:25][CH3:26])=[O:23].Cl.[NH:28]1[CH2:33][CH2:32][O:31][CH:30]([CH2:34][C:35]([OH:37])=[O:36])[CH2:29]1, predict the reaction product.